From a dataset of Full USPTO retrosynthesis dataset with 1.9M reactions from patents (1976-2016). Predict the reactants needed to synthesize the given product. Given the product [C:1]([O:5][C:6](=[O:7])[NH:8][CH2:9][C:10]([N:13]1[CH2:20][CH2:19][CH2:18][C@H:14]1[C:15](=[O:16])[NH2:17])=[O:12])([CH3:2])([CH3:3])[CH3:4], predict the reactants needed to synthesize it. The reactants are: [C:1]([O:5][C:6]([NH:8][CH2:9][C:10]([OH:12])=O)=[O:7])([CH3:4])([CH3:3])[CH3:2].[NH:13]1[CH2:20][CH2:19][CH2:18][C@H:14]1[C:15]([NH2:17])=[O:16].ON1C2C=CC=CC=2N=N1.C(N=C=NCCCN(C)C)C.C(N(CC)CC)C.